This data is from Reaction yield outcomes from USPTO patents with 853,638 reactions. The task is: Predict the reaction yield, written as a fraction of the theoretical maximum amount of product (1.0 means a 100% yield; for example, 0.34 means a 34% yield). (1) The reactants are Cl[C:2]1[CH:11]=[CH:10][C:9]2[C:4](=[CH:5][C:6]([C:13]3[CH:18]=[CH:17][C:16]([O:19][CH3:20])=[CH:15][CH:14]=3)=[N:7][C:8]=2[Cl:12])[N:3]=1.C(=O)(O)[O-:22].[Na+]. No catalyst specified. The product is [Cl:12][C:8]1[N:7]=[C:6]([C:13]2[CH:18]=[CH:17][C:16]([O:19][CH3:20])=[CH:15][CH:14]=2)[CH:5]=[C:4]2[C:9]=1[CH:10]=[CH:11][C:2](=[O:22])[NH:3]2. The yield is 0.320. (2) The reactants are [CH3:1][C:2]1(O)[CH:9]2[CH2:10][CH:5]3[CH2:6][CH:7]([CH2:11][CH:3]1[CH2:4]3)[CH2:8]2.S(=O)(=O)(O)O.C1(C)C=CC=CC=1. The catalyst is O. The product is [CH2:1]=[C:2]1[CH:3]2[CH2:11][CH:7]3[CH2:6][CH:5]([CH2:10][CH:9]1[CH2:8]3)[CH2:4]2. The yield is 0.980. (3) The reactants are [CH3:1][N:2]1[CH:6]=[C:5]([C:7]2[CH:12]=[CH:11][C:10]([C:13]3[C:22]4[C:17](=[CH:18][CH:19]=[C:20]([C:23](O)=[O:24])[CH:21]=4)[CH:16]=[N:15][CH:14]=3)=[CH:9][CH:8]=2)[CH:4]=[N:3]1.Cl.[F:27][C:28]1([F:32])[CH2:31][NH:30][CH2:29]1.F[P-](F)(F)(F)(F)F.CN(C(N(C)C)=[N+]1C2C(=NC=CC=2)[N+]([O-])=N1)C.C(N(CC)C(C)C)(C)C. The catalyst is CN(C)C=O. The product is [F:27][C:28]1([F:32])[CH2:31][N:30]([C:23]([C:20]2[CH:21]=[C:22]3[C:17](=[CH:18][CH:19]=2)[CH:16]=[N:15][CH:14]=[C:13]3[C:10]2[CH:9]=[CH:8][C:7]([C:5]3[CH:4]=[N:3][N:2]([CH3:1])[CH:6]=3)=[CH:12][CH:11]=2)=[O:24])[CH2:29]1. The yield is 0.100. (4) The reactants are [CH3:1][C:2]1[C:6]([CH3:7])=[C:5]([NH:8][S:9]([C:12]2[S:13][CH:14]=[CH:15][CH:16]=2)(=[O:11])=[O:10])[O:4][N:3]=1.[CH3:17][O:18][CH2:19][CH2:20][O:21][CH2:22]Cl. No catalyst specified. The product is [CH3:17][O:18][CH2:19][CH2:20][O:21][CH2:22][N:8]([C:5]1[O:4][N:3]=[C:2]([CH3:1])[C:6]=1[CH3:7])[S:9]([C:12]1[S:13][CH:14]=[CH:15][CH:16]=1)(=[O:10])=[O:11]. The yield is 0.340. (5) The reactants are [C:1]([O:5][C:6]([N:8]1[CH2:15][C:12]2([CH2:14][CH2:13]2)[N:11]([C:16]([C:18]2[C:19]3[C:39]([CH3:40])=[N:38][N:37]([CH:41]4[CH2:46][CH2:45][CH2:44][CH2:43][O:42]4)[C:20]=3[N:21]=[C:22]([C:24]3[CH:29]=[CH:28][C:27]([O:30]C4CCCCO4)=[CH:26][CH:25]=3)[CH:23]=2)=O)[CH2:10][CH2:9]1)=[O:7])([CH3:4])([CH3:3])[CH3:2].B.CSC. The catalyst is C1COCC1. The product is [C:1]([O:5][C:6]([N:8]1[CH2:15][C:12]2([CH2:13][CH2:14]2)[N:11]([CH2:16][C:18]2[CH:23]=[C:22]([C:24]3[CH:29]=[CH:28][C:27]([OH:30])=[CH:26][CH:25]=3)[N:21]=[C:20]3[N:37]([CH:41]4[CH2:46][CH2:45][CH2:44][CH2:43][O:42]4)[N:38]=[C:39]([CH3:40])[C:19]=23)[CH2:10][CH2:9]1)=[O:7])([CH3:4])([CH3:2])[CH3:3]. The yield is 0.740. (6) The reactants are [CH3:1][N:2]([CH2:7][C:8]1[N:9]([CH3:17])[C:10]2[C:15]([CH:16]=1)=[CH:14][CH:13]=[CH:12][CH:11]=2)[C:3](=[O:6])[CH:4]=[CH2:5].Br[C:19]1[CH:29]=[N:28][C:22]2[NH:23][C:24](=[O:27])[O:25][CH2:26][C:21]=2[CH:20]=1.CCN(C(C)C)C(C)C.C1(C)C=CC=CC=1P(C1C=CC=CC=1C)C1C=CC=CC=1C. The catalyst is C(#N)CC.C([O-])(=O)C.[Pd+2].C([O-])(=O)C. The product is [CH3:1][N:2]([CH2:7][C:8]1[N:9]([CH3:17])[C:10]2[C:15]([CH:16]=1)=[CH:14][CH:13]=[CH:12][CH:11]=2)[C:3](=[O:6])/[CH:4]=[CH:5]/[C:19]1[CH:29]=[N:28][C:22]2[NH:23][C:24](=[O:27])[O:25][CH2:26][C:21]=2[CH:20]=1. The yield is 0.550. (7) The reactants are [NH2:1][C:2]1[N:3]=[CH:4][C:5]2[C:10]([N:11]=1)=[C:9]1[NH:12][C:13]([C:18]3[CH:23]=[CH:22][CH:21]=[CH:20][CH:19]=3)=[C:14]([C:15]([NH2:17])=[O:16])[C:8]1=[CH:7][CH:6]=2.[C:24](=O)([O-])[O-].[Cs+].[Cs+].CI. The catalyst is CN(C=O)C. The product is [NH2:1][C:2]1[N:3]=[CH:4][C:5]2[C:10]([N:11]=1)=[C:9]1[N:12]([CH3:24])[C:13]([C:18]3[CH:19]=[CH:20][CH:21]=[CH:22][CH:23]=3)=[C:14]([C:15]([NH2:17])=[O:16])[C:8]1=[CH:7][CH:6]=2. The yield is 0.780. (8) The reactants are [NH2:1][C:2]1[CH:7]=[CH:6][C:5]([CH2:8][C:9]([OH:11])=[O:10])=[CH:4][CH:3]=1.Cl.[CH3:13]O. No catalyst specified. The product is [CH3:13][O:10][C:9](=[O:11])[CH2:8][C:5]1[CH:4]=[CH:3][C:2]([NH2:1])=[CH:7][CH:6]=1. The yield is 0.740. (9) The catalyst is C1COCC1.O. The reactants are [Mg].II.Br[C:5]1[CH:10]=[CH:9][C:8]([CH:11]([CH3:13])[CH3:12])=[CH:7][CH:6]=1.[CH:14]([C:16]1[C:24]2[O:23][C:22]([CH3:26])([CH3:25])[CH2:21][C:20]=2[C:19]([CH3:27])=[C:18]([NH:28][C:29](=[O:35])[CH2:30][C:31]([CH3:34])([CH3:33])[CH3:32])[C:17]=1[CH3:36])=[O:15]. The product is [OH:15][CH:14]([C:5]1[CH:10]=[CH:9][C:8]([CH:11]([CH3:13])[CH3:12])=[CH:7][CH:6]=1)[C:16]1[C:24]2[O:23][C:22]([CH3:25])([CH3:26])[CH2:21][C:20]=2[C:19]([CH3:27])=[C:18]([NH:28][C:29](=[O:35])[CH2:30][C:31]([CH3:34])([CH3:33])[CH3:32])[C:17]=1[CH3:36]. The yield is 0.970. (10) The reactants are C([C:4]1([CH2:8][O:9][C@H:10]2[CH2:15][CH2:14][C@H:13]([N:16]3[C:21](=[O:22])[C:20]([CH2:23][C:24]4[CH:29]=[CH:28][C:27]([C:30]5[C:31]([C:36]#[N:37])=[CH:32][CH:33]=[CH:34][CH:35]=5)=[CH:26][C:25]=4[F:38])=[C:19]([CH2:39][CH2:40][CH3:41])[N:18]4[N:42]=[CH:43][N:44]=[C:17]34)[CH2:12][CH2:11]2)[CH2:7][CH2:6][CH2:5]1)(=O)C.O.OO.FC(F)(F)C(OC(=O)C(F)(F)F)=[O:51].C(=O)([O-])O.[Na+].S([O-])([O-])(=O)=S.[Na+].[Na+]. The catalyst is C(Cl)(Cl)Cl. The product is [F:38][C:25]1[CH:26]=[C:27]([C:30]2[C:31]([C:36]#[N:37])=[CH:32][CH:33]=[CH:34][CH:35]=2)[CH:28]=[CH:29][C:24]=1[CH2:23][C:20]1[C:21](=[O:22])[N:16]([C@H:13]2[CH2:14][CH2:15][C@H:10]([O:9][CH2:8][C:4]3([OH:51])[CH2:7][CH2:6][CH2:5]3)[CH2:11][CH2:12]2)[C:17]2[N:18]([N:42]=[CH:43][N:44]=2)[C:19]=1[CH2:39][CH2:40][CH3:41]. The yield is 0.650.